Dataset: Reaction yield outcomes from USPTO patents with 853,638 reactions. Task: Predict the reaction yield, written as a fraction of the theoretical maximum amount of product (1.0 means a 100% yield; for example, 0.34 means a 34% yield). (1) The reactants are [CH3:1][O:2][C:3]1[CH:4]=[C:5]([CH:7]=[C:8]([O:10][CH3:11])[CH:9]=1)[NH2:6].[F:12][C:13]([F:20])([F:19])[C:14](OCC)=[O:15]. The catalyst is O1CCCC1.CN(C)C1C=CN=CC=1. The product is [CH3:11][O:10][C:8]1[CH:7]=[C:5]([NH:6][C:14](=[O:15])[C:13]([F:20])([F:19])[F:12])[CH:4]=[C:3]([O:2][CH3:1])[CH:9]=1. The yield is 0.980. (2) The reactants are [C:1]([N:8]1[CH2:13][CH2:12][NH:11][CH2:10][CH2:9]1)([O:3][C:4]([CH3:7])([CH3:6])[CH3:5])=[O:2].Cl.[NH2:15][C:16]1[S:17][CH:18]=[C:19]([CH2:21]Cl)[N:20]=1.C(=O)([O-])[O-].[K+].[K+]. The catalyst is CN(C=O)C. The product is [NH2:15][C:16]1[S:17][CH:18]=[C:19]([CH2:21][N:11]2[CH2:10][CH2:9][N:8]([C:1]([O:3][C:4]([CH3:7])([CH3:6])[CH3:5])=[O:2])[CH2:13][CH2:12]2)[N:20]=1. The yield is 0.740. (3) The reactants are [CH3:1][C:2]1[CH:11]=[CH:10][C:9]2[C:4](=[CH:5][CH:6]=[CH:7][C:8]=2[N:12]2[CH2:17][CH2:16][N:15]([CH2:18][CH2:19][C:20]3[CH:21]=[C:22]([CH:24]=[CH:25][CH:26]=3)[NH2:23])[CH2:14][CH2:13]2)[N:3]=1.[C:27]1([CH2:33][C:34](Cl)=[O:35])[CH:32]=[CH:31][CH:30]=[CH:29][CH:28]=1. No catalyst specified. The product is [CH3:1][C:2]1[CH:11]=[CH:10][C:9]2[C:4](=[CH:5][CH:6]=[CH:7][C:8]=2[N:12]2[CH2:13][CH2:14][N:15]([CH2:18][CH2:19][C:20]3[CH:21]=[C:22]([NH:23][C:34](=[O:35])[CH2:33][C:27]4[CH:32]=[CH:31][CH:30]=[CH:29][CH:28]=4)[CH:24]=[CH:25][CH:26]=3)[CH2:16][CH2:17]2)[N:3]=1. The yield is 0.640. (4) The reactants are Cl.C([N:9]1[CH2:13][CH2:12][C@@H:11]([C:14]([C:23]2[CH:28]=[CH:27][CH:26]=[CH:25][CH:24]=2)([C:17]2[CH:22]=[CH:21][CH:20]=[CH:19][CH:18]=2)[C:15]#[N:16])[CH2:10]1)C1C=CC=CC=1.C([O-])=O.[NH4+].O. The catalyst is CO.[Pd]. The product is [C:17]1([C:14]([C:23]2[CH:28]=[CH:27][CH:26]=[CH:25][CH:24]=2)([C@@H:11]2[CH2:12][CH2:13][NH:9][CH2:10]2)[C:15]#[N:16])[CH:18]=[CH:19][CH:20]=[CH:21][CH:22]=1. The yield is 0.997. (5) The reactants are [C@@H:1]12[CH2:6][C@@H:5]1[CH2:4][C@H:3]([C:7](N)=[O:8])[NH:2]2.CC[O-:12].[Na+].CCO.[C:17]([O:21][C:22](O[C:22]([O:21][C:17]([CH3:20])([CH3:19])[CH3:18])=[O:23])=[O:23])([CH3:20])([CH3:19])[CH3:18].Cl. The catalyst is O.C(O)(C)C. The product is [C:17]([O:21][C:22]([N:2]1[C@H:3]([C:7]([OH:8])=[O:12])[CH2:4][C@@H:5]2[C@H:1]1[CH2:6]2)=[O:23])([CH3:20])([CH3:19])[CH3:18]. The yield is 0.790. (6) The reactants are Cl[C:2]1[CH:7]=[CH:6][N:5]=[C:4]([C:8]2[CH:13]=[CH:12][CH:11]=[CH:10][CH:9]=2)[CH:3]=1.[CH2:14]([C:18]1[CH:23]=[CH:22][C:21](B(O)O)=[CH:20][CH:19]=1)[CH:15]([CH3:17])[CH3:16].C1(P(C2CCCCC2)C2C=C(C3C(OC)=CC=CC=3OC)C=CC=2)CCCCC1.[O-]P([O-])([O-])=O.[K+].[K+].[K+]. The catalyst is C1C=CC(/C=C/C(/C=C/C2C=CC=CC=2)=O)=CC=1.C1C=CC(/C=C/C(/C=C/C2C=CC=CC=2)=O)=CC=1.C1C=CC(/C=C/C(/C=C/C2C=CC=CC=2)=O)=CC=1.[Pd].[Pd].O.C1(C)C=CC=CC=1. The product is [CH2:14]([C:18]1[CH:23]=[CH:22][C:21]([C:2]2[CH:7]=[CH:6][N:5]=[C:4]([C:8]3[CH:13]=[CH:12][CH:11]=[CH:10][CH:9]=3)[CH:3]=2)=[CH:20][CH:19]=1)[CH:15]([CH3:17])[CH3:16]. The yield is 0.790. (7) The reactants are C(O[C:6]([N:8]1[CH2:13][CH2:12][CH:11]([O:14][C:15]2[C:19]3[CH:20]=[CH:21][CH:22]=[CH:23][C:18]=3[O:17][N:16]=2)[CH2:10][CH2:9]1)=O)(C)(C)C.FC(F)(F)C(O)=O.[O:31]1C[CH:32]1[CH2:34][N:35]1[C:43]2[CH2:42][CH2:41][N:40]([C:44](=[O:46])[CH3:45])[CH2:39][C:38]=2[C:37]([C:47]2[CH:52]=[CH:51][C:50]([C:53]([F:56])([F:55])[F:54])=[CH:49][CH:48]=2)=[N:36]1. The catalyst is C(Cl)Cl. The yield is 0.680. The product is [O:17]1[C:18]2[CH:23]=[CH:22][CH:21]=[CH:20][C:19]=2[C:15]([O:14][CH:11]2[CH2:10][CH2:9][N:8]([CH2:6][CH:32]([OH:31])[CH2:34][N:35]3[C:43]4[CH2:42][CH2:41][N:40]([C:44](=[O:46])[CH3:45])[CH2:39][C:38]=4[C:37]([C:47]4[CH:52]=[CH:51][C:50]([C:53]([F:56])([F:55])[F:54])=[CH:49][CH:48]=4)=[N:36]3)[CH2:13][CH2:12]2)=[N:16]1. (8) The reactants are [CH:1]1([CH:5]2[C:14]3[C:9](=[CH:10][CH:11]=[CH:12][CH:13]=3)[N:8]([CH2:15][CH2:16][NH2:17])[CH2:7][CH2:6]2)[CH2:4][CH2:3][CH2:2]1.C=O.[C:20](O)(C(F)(F)F)=O. The catalyst is CCO. The product is [CH:1]1([CH:5]2[C:14]3[C:9]4=[C:10]([CH2:20][NH:17][CH2:16][CH2:15][N:8]4[CH2:7][CH2:6]2)[CH:11]=[CH:12][CH:13]=3)[CH2:2][CH2:3][CH2:4]1. The yield is 0.313. (9) The reactants are [CH2:1]([O:3][C:4]1[CH:5]=[C:6]([CH:9]=[C:10]([F:13])[C:11]=1[OH:12])[CH:7]=O)[CH3:2].[C:14]1([C:20](=O)[CH2:21][C:22]2[CH:27]=[CH:26][CH:25]=[CH:24][CH:23]=2)[CH:19]=[CH:18][CH:17]=[CH:16][CH:15]=1.[NH2:29][C:30]([NH2:32])=[O:31].Cl. The catalyst is C(O)C. The product is [CH2:1]([O:3][C:4]1[CH:5]=[C:6]([CH:7]2[C:21]([C:22]3[CH:27]=[CH:26][CH:25]=[CH:24][CH:23]=3)=[C:20]([C:14]3[CH:19]=[CH:18][CH:17]=[CH:16][CH:15]=3)[NH:32][C:30](=[O:31])[NH:29]2)[CH:9]=[C:10]([F:13])[C:11]=1[OH:12])[CH3:2]. The yield is 0.106. (10) The reactants are [NH2:1][C:2]1[CH:7]=[CH:6][CH:5]=[CH:4][CH:3]=1.[O-]S([O-])(=O)=O.[Na+].[Na+].[CH:15](=O)[CH3:16].[CH2:18]([O:25][C:26](=[O:30])[NH:27][CH:28]=[CH2:29])[C:19]1[CH:24]=[CH:23][CH:22]=[CH:21][CH:20]=1.B(F)(F)F.CCOCC. The catalyst is C(Cl)Cl. The product is [CH2:18]([O:25][C:26](=[O:30])[NH:27][C@H:28]1[C:7]2[C:2](=[CH:3][CH:4]=[CH:5][CH:6]=2)[NH:1][C@@H:15]([CH3:16])[CH2:29]1)[C:19]1[CH:24]=[CH:23][CH:22]=[CH:21][CH:20]=1. The yield is 0.330.